This data is from Full USPTO retrosynthesis dataset with 1.9M reactions from patents (1976-2016). The task is: Predict the reactants needed to synthesize the given product. (1) The reactants are: [NH:1]1[C:9]2[C:4](=[CH:5][CH:6]=[CH:7][C:8]=2[N:10]([CH3:15])[S:11]([CH3:14])(=[O:13])=[O:12])[CH:3]=[CH:2]1.[F:16][C:17]1[CH:22]=[CH:21][C:20]([C:23](O)([CH2:26][CH3:27])[CH2:24][CH3:25])=[CH:19][CH:18]=1.FC(F)(F)C(O)=O.C(=O)(O)[O-].[Na+]. Given the product [CH2:24]([C:23]([C:3]1[C:4]2[C:9](=[C:8]([N:10]([CH3:15])[S:11]([CH3:14])(=[O:12])=[O:13])[CH:7]=[CH:6][CH:5]=2)[NH:1][CH:2]=1)([C:20]1[CH:19]=[CH:18][C:17]([F:16])=[CH:22][CH:21]=1)[CH2:26][CH3:27])[CH3:25], predict the reactants needed to synthesize it. (2) Given the product [N:23]1([S:20]([C:16]2[CH:15]=[C:14]([N:9]3[CH:10]=[CH:11][C:12](=[O:13])[C:7]([C:5]4[N:40]([C:35]5[CH:36]=[CH:37][CH:38]=[C:39]6[C:34]=5[CH:33]=[CH:32][CH:31]=[N:30]6)[N:41]=[CH:3][CH:4]=4)=[N:8]3)[CH:19]=[CH:18][CH:17]=2)(=[O:22])=[O:21])[CH2:28][CH2:27][CH2:26][CH2:25][CH2:24]1, predict the reactants needed to synthesize it. The reactants are: CN(C)/[CH:3]=[CH:4]/[C:5]([C:7]1[C:12](=[O:13])[CH:11]=[CH:10][N:9]([C:14]2[CH:19]=[CH:18][CH:17]=[C:16]([S:20]([N:23]3[CH2:28][CH2:27][CH2:26][CH2:25][CH2:24]3)(=[O:22])=[O:21])[CH:15]=2)[N:8]=1)=O.[N:30]1[C:39]2[C:34](=[C:35]([NH:40][NH2:41])[CH:36]=[CH:37][CH:38]=2)[CH:33]=[CH:32][CH:31]=1. (3) Given the product [Br:1][C:2]1[CH:7]=[CH:6][C:5]([CH:8]([Cl:12])[CH3:9])=[CH:4][CH:3]=1, predict the reactants needed to synthesize it. The reactants are: [Br:1][C:2]1[CH:7]=[CH:6][C:5]([CH:8](O)[CH3:9])=[CH:4][CH:3]=1.C(Cl)[Cl:12].O.